Predict the reactants needed to synthesize the given product. From a dataset of Full USPTO retrosynthesis dataset with 1.9M reactions from patents (1976-2016). (1) The reactants are: CC(C)([O-])C.[Na+].[Cl:7][C:8]1[N:13]=[C:12]([C:14]2[C:22]3[C:17](=[CH:18][CH:19]=[CH:20][CH:21]=3)[NH:16][CH:15]=2)[C:11]([Cl:23])=[CH:10][N:9]=1.[C:24]1([S:30](Cl)(=[O:32])=[O:31])[CH:29]=[CH:28][CH:27]=[CH:26][CH:25]=1. Given the product [C:24]1([S:30]([N:16]2[C:17]3[C:22](=[CH:21][CH:20]=[CH:19][CH:18]=3)[C:14]([C:12]3[C:11]([Cl:23])=[CH:10][N:9]=[C:8]([Cl:7])[N:13]=3)=[CH:15]2)(=[O:32])=[O:31])[CH:29]=[CH:28][CH:27]=[CH:26][CH:25]=1, predict the reactants needed to synthesize it. (2) Given the product [CH3:18][N:19]1[CH:23]=[C:22]([C:24]2[CH:25]=[CH:26][C:27]([C:2]3[C:11]4[C:6](=[CH:7][CH:8]=[C:9]([N:12]5[CH2:16][CH2:15][CH2:14][C:13]5=[O:17])[CH:10]=4)[CH:5]=[N:4][CH:3]=3)=[CH:28][CH:29]=2)[CH:21]=[N:20]1, predict the reactants needed to synthesize it. The reactants are: Cl[C:2]1[C:11]2[C:6](=[CH:7][CH:8]=[C:9]([N:12]3[CH2:16][CH2:15][CH2:14][C:13]3=[O:17])[CH:10]=2)[CH:5]=[N:4][CH:3]=1.[CH3:18][N:19]1[CH:23]=[C:22]([C:24]2[CH:29]=[CH:28][C:27](B3OC(C)(C)C(C)(C)O3)=[CH:26][CH:25]=2)[CH:21]=[N:20]1.C(Cl)Cl.C(=O)([O-])[O-].[Na+].[Na+]. (3) Given the product [NH:57]1[C:56]([C:52]2[CH:51]=[C:50]3[C:55](=[CH:54][CH:53]=2)[NH:47][N:48]=[C:49]3[C:80]2[CH:85]=[CH:84][CH:83]=[C:82]([O:86][CH2:20][CH2:21][CH:14]3[CH2:15][CH2:16][CH2:17][CH2:18][CH2:19]3)[CH:81]=2)=[N:60][CH:59]=[N:58]1, predict the reactants needed to synthesize it. The reactants are: [C:14]1(P([C:14]2[CH:19]=[CH:18][CH:17]=[CH:16][CH:15]=2)[C:14]2[CH:19]=[CH:18][CH:17]=[CH:16][CH:15]=2)[CH:19]=[CH:18][CH:17]=[CH:16][CH:15]=1.[CH:20]1(C(O)C)CCCC[CH2:21]1.CCOC(/N=N/C(OCC)=O)=O.O1CCCCC1[N:47]1[C:55]2[C:50](=[CH:51][C:52]([C:56]3[N:60]=[CH:59][N:58](C(C4C=CC=CC=4)(C4C=CC=CC=4)C4C=CC=CC=4)[N:57]=3)=[CH:53][CH:54]=2)[C:49]([C:80]2[CH:81]=[C:82]([OH:86])[CH:83]=[CH:84][CH:85]=2)=[N:48]1.Cl.